From a dataset of Clinical trial toxicity outcomes and FDA approval status for drugs. Regression/Classification. Given a drug SMILES string, predict its toxicity properties. Task type varies by dataset: regression for continuous values (e.g., LD50, hERG inhibition percentage) or binary classification for toxic/non-toxic outcomes (e.g., AMES mutagenicity, cardiotoxicity, hepatotoxicity). Dataset: clintox. (1) The drug is O=P1(N(CCCl)CCCl)NCCCO1. The result is 1 (failed clinical trial for toxicity). (2) The drug is COc1ccc(-c2ccc3cc(C(=O)[O-])ccc3c2)cc1C12CC3CC(CC(C3)C1)C2. The result is 0 (passed clinical trial). (3) The molecule is CC[NH+](CCO)CCCC(C)Nc1cc[nH+]c2cc(Cl)ccc12. The result is 0 (passed clinical trial). (4) The result is 0 (passed clinical trial). The molecule is Cc1c(OCC(F)(F)F)ccnc1CS(=O)c1nc2ccccc2[nH]1. (5) The drug is C[NH+](C)CCc1c[nH]c2ccc(CS(=O)(=O)N3CCCC3)cc12. The result is 0 (passed clinical trial). (6) The compound is C[NH2+]CCCN1c2ccccc2CCc2ccccc21. The result is 0 (passed clinical trial). (7) The compound is CCN1CCN(C(=O)N[C@@H](C(=O)N[C@@H]2C(=O)N3[C@@H](C(=O)[O-])C(C)(C)S[C@H]23)c2ccccc2)C(=O)C1=O. The result is 0 (passed clinical trial).